From a dataset of NCI-60 drug combinations with 297,098 pairs across 59 cell lines. Regression. Given two drug SMILES strings and cell line genomic features, predict the synergy score measuring deviation from expected non-interaction effect. (1) Drug 1: CC1OCC2C(O1)C(C(C(O2)OC3C4COC(=O)C4C(C5=CC6=C(C=C35)OCO6)C7=CC(=C(C(=C7)OC)O)OC)O)O. Drug 2: COC1=NC(=NC2=C1N=CN2C3C(C(C(O3)CO)O)O)N. Cell line: SW-620. Synergy scores: CSS=35.4, Synergy_ZIP=3.89, Synergy_Bliss=5.96, Synergy_Loewe=-5.27, Synergy_HSA=5.78. (2) Drug 1: C1CC(=O)NC(=O)C1N2C(=O)C3=CC=CC=C3C2=O. Drug 2: CCC1(C2=C(COC1=O)C(=O)N3CC4=CC5=C(C=CC(=C5CN(C)C)O)N=C4C3=C2)O.Cl. Cell line: DU-145. Synergy scores: CSS=4.68, Synergy_ZIP=-16.6, Synergy_Bliss=-32.8, Synergy_Loewe=-78.7, Synergy_HSA=-30.3. (3) Drug 1: CC1=C(C(CCC1)(C)C)C=CC(=CC=CC(=CC(=O)O)C)C. Drug 2: C1=NC(=NC(=O)N1C2C(C(C(O2)CO)O)O)N. Cell line: K-562. Synergy scores: CSS=38.8, Synergy_ZIP=-3.67, Synergy_Bliss=-6.00, Synergy_Loewe=-16.9, Synergy_HSA=-3.94. (4) Drug 1: CC1=CC2C(CCC3(C2CCC3(C(=O)C)OC(=O)C)C)C4(C1=CC(=O)CC4)C. Drug 2: CC1C(C(=O)NC(C(=O)N2CCCC2C(=O)N(CC(=O)N(C(C(=O)O1)C(C)C)C)C)C(C)C)NC(=O)C3=C4C(=C(C=C3)C)OC5=C(C(=O)C(=C(C5=N4)C(=O)NC6C(OC(=O)C(N(C(=O)CN(C(=O)C7CCCN7C(=O)C(NC6=O)C(C)C)C)C)C(C)C)C)N)C. Cell line: SNB-19. Synergy scores: CSS=5.96, Synergy_ZIP=18.6, Synergy_Bliss=21.0, Synergy_Loewe=13.8, Synergy_HSA=12.9. (5) Cell line: 786-0. Synergy scores: CSS=35.1, Synergy_ZIP=-10.7, Synergy_Bliss=-3.96, Synergy_Loewe=-9.60, Synergy_HSA=-1.86. Drug 2: CNC(=O)C1=NC=CC(=C1)OC2=CC=C(C=C2)NC(=O)NC3=CC(=C(C=C3)Cl)C(F)(F)F. Drug 1: CC1C(C(CC(O1)OC2CC(CC3=C2C(=C4C(=C3O)C(=O)C5=C(C4=O)C(=CC=C5)OC)O)(C(=O)C)O)N)O.Cl.